This data is from Reaction yield outcomes from USPTO patents with 853,638 reactions. The task is: Predict the reaction yield, written as a fraction of the theoretical maximum amount of product (1.0 means a 100% yield; for example, 0.34 means a 34% yield). (1) The reactants are [C:1]([NH:5][C:6]1[C:7]([CH3:28])=[N:8][C:9]2[C:14]([N:15]=1)=[C:13]([C:16]1[NH:20][C:19]3[CH:21]([CH2:25][CH2:26]O)[NH:22][C:23](=[O:24])[C:18]=3[CH:17]=1)[CH:12]=[CH:11][CH:10]=2)([CH3:4])([CH3:3])[CH3:2].CS(Cl)(=O)=O.[N-:34]=[N+:35]=[N-:36].[Na+]. The catalyst is C(Cl)Cl.CCOC(C)=O. The product is [N:34]([CH2:26][CH2:25][CH:21]1[C:19]2[NH:20][C:16]([C:13]3[CH:12]=[CH:11][CH:10]=[C:9]4[C:14]=3[N:15]=[C:6]([NH:5][C:1]([CH3:2])([CH3:3])[CH3:4])[C:7]([CH3:28])=[N:8]4)=[CH:17][C:18]=2[C:23](=[O:24])[NH:22]1)=[N+:35]=[N-:36]. The yield is 0.610. (2) The reactants are [C:1]([CH:5]1[CH2:13][C:12]2[C:7](=[CH:8][C:9]([N+:14]([O-:16])=[O:15])=[CH:10][CH:11]=2)[NH:6]1)([CH3:4])([CH3:3])[CH3:2].C(C1C(=O)C(Cl)=C(Cl)C(=O)C=1C#N)#N. The catalyst is O1CCOCC1. The product is [C:1]([C:5]1[NH:6][C:7]2[C:12]([CH:13]=1)=[CH:11][CH:10]=[C:9]([N+:14]([O-:16])=[O:15])[CH:8]=2)([CH3:4])([CH3:2])[CH3:3]. The yield is 0.800.